From a dataset of Reaction yield outcomes from USPTO patents with 853,638 reactions. Predict the reaction yield, written as a fraction of the theoretical maximum amount of product (1.0 means a 100% yield; for example, 0.34 means a 34% yield). (1) The reactants are [C:1]([Cl:4])(=O)C.Cl.[Cl:6][C:7]1[CH:15]=[C:14]([O:16][CH2:17][CH3:18])[C:13]([NH:19][NH2:20])=[CH:12][C:8]=1[C:9]([OH:11])=[O:10]. The catalyst is CO. The product is [ClH:4].[Cl:6][C:7]1[CH:15]=[C:14]([O:16][CH2:17][CH3:18])[C:13]([NH:19][NH2:20])=[CH:12][C:8]=1[C:9]([O:11][CH3:1])=[O:10]. The yield is 0.890. (2) The reactants are [Br:1][C:2]1[CH:7]=[CH:6][C:5]([NH2:8])=[CH:4][CH:3]=1.[CH3:9][S:10](Cl)(=[O:12])=[O:11].O. The catalyst is C(Cl)Cl. The product is [Br:1][C:2]1[CH:7]=[CH:6][C:5]([NH:8][S:10]([CH3:9])(=[O:12])=[O:11])=[CH:4][CH:3]=1. The yield is 0.540. (3) The reactants are [F:1][C:2]1[CH:15]=[CH:14][CH:13]=[C:12]([F:16])[C:3]=1[O:4][C:5]1[CH:11]=[CH:10][C:8](N)=[CH:7][CH:6]=1.Cl.N([O-])=O.[Na+].[Na+].[I-:23]. The catalyst is O. The product is [F:1][C:2]1[CH:15]=[CH:14][CH:13]=[C:12]([F:16])[C:3]=1[O:4][C:5]1[CH:11]=[CH:10][C:8]([I:23])=[CH:7][CH:6]=1. The yield is 0.770. (4) The reactants are [CH2:1]([NH:3][C:4]([C:6]1[CH:7]=[C:8]2[C:13](=[CH:14][C:15]=1[OH:16])[N:12]=[CH:11][CH:10]=[C:9]2[O:17][C:18]1[CH:23]=[CH:22][C:21]([NH:24][C:25]([NH:27][CH2:28][CH3:29])=[O:26])=[C:20]([Cl:30])[CH:19]=1)=[O:5])[CH3:2].Br[CH2:32][CH:33]1[CH2:38][CH2:37][N:36]([C:39](OC(C)(C)C)=O)[CH2:35][CH2:34]1.C(=O)([O-])[O-].[K+].[K+].C=O.C([BH3-])#N.[Na+]. The catalyst is CN(C)C=O.C(OCC)(=O)C.CCCCCC.C(O)(=O)C.O. The product is [CH2:1]([NH:3][C:4]([C:6]1[CH:7]=[C:8]2[C:13](=[CH:14][C:15]=1[O:16][CH2:32][CH:33]1[CH2:38][CH2:37][N:36]([CH3:39])[CH2:35][CH2:34]1)[N:12]=[CH:11][CH:10]=[C:9]2[O:17][C:18]1[CH:23]=[CH:22][C:21]([NH:24][C:25]([NH:27][CH2:28][CH3:29])=[O:26])=[C:20]([Cl:30])[CH:19]=1)=[O:5])[CH3:2]. The yield is 0.590. (5) The reactants are [N:1]1[CH:6]=[CH:5][C:4]([C:7]2[CH:16]=[CH:15][C:14]3[C:9](=[C:10]([C:17]([OH:19])=O)[CH:11]=[CH:12][CH:13]=3)[N:8]=2)=[CH:3][CH:2]=1.C1N=CN(C(N2C=NC=C2)=O)C=1.[O-:32][N+:33]1[C:38]2[CH:39]=[CH:40][CH:41]=[CH:42][C:37]=2[N+:36]([O-:43])=[C:35]([NH:44][CH2:45][CH2:46][CH2:47][N:48]([CH3:59])[CH2:49][CH2:50][CH2:51][NH:52]C(=O)C(F)(F)F)[N:34]=1. The catalyst is CN(C=O)C.C1C=CC=CC=1.C1COCC1. The product is [O-:32][N+:33]1[C:38]2[CH:39]=[CH:40][CH:41]=[CH:42][C:37]=2[N+:36]([O-:43])=[C:35]([NH:44][CH2:45][CH2:46][CH2:47][N:48]([CH3:59])[CH2:49][CH2:50][CH2:51][NH:52][C:17]([C:10]2[CH:11]=[CH:12][CH:13]=[C:14]3[C:9]=2[N:8]=[C:7]([C:4]2[CH:3]=[CH:2][N:1]=[CH:6][CH:5]=2)[CH:16]=[CH:15]3)=[O:19])[N:34]=1. The yield is 0.940.